The task is: Predict the product of the given reaction.. This data is from Forward reaction prediction with 1.9M reactions from USPTO patents (1976-2016). (1) Given the reactants N(C(OC(C)C)=O)=NC(OC(C)C)=O.CCOC(/N=N/C(OCC)=O)=O.[OH:27][CH2:28][C@H:29]1[CH2:34][N:33]([CH2:35][C:36]([N:38]2[C:46]3[C:41](=[CH:42][CH:43]=[CH:44][CH:45]=3)[CH2:40][CH2:39]2)=[O:37])[CH2:32][CH2:31][O:30]1.C1(P(C2C=CC=CC=2)C2C=CC=CC=2)C=CC=CC=1.O[C:67]1[CH:68]=[N:69][CH:70]=[CH:71][CH:72]=1, predict the reaction product. The product is: [N:38]1([C:36](=[O:37])[CH2:35][N:33]2[CH2:32][CH2:31][O:30][C@@H:29]([CH2:28][O:27][C:67]3[CH:68]=[N:69][CH:70]=[CH:71][CH:72]=3)[CH2:34]2)[C:46]2[C:41](=[CH:42][CH:43]=[CH:44][CH:45]=2)[CH2:40][CH2:39]1. (2) Given the reactants [F:1][C:2]([F:20])([F:19])[C:3]([N:5]1[CH2:11][CH:10]([CH3:12])[C:9]2[CH:13]=[C:14]([I:18])[C:15]([OH:17])=[CH:16][C:8]=2[CH2:7][CH2:6]1)=[O:4].[CH2:21](Br)[CH:22]=[CH2:23].C1CCN2C(=NCCC2)CC1, predict the reaction product. The product is: [F:20][C:2]([F:19])([F:1])[C:3]([N:5]1[CH2:11][CH:10]([CH3:12])[C:9]2[CH:13]=[C:14]([I:18])[C:15]([O:17][CH2:23][CH:22]=[CH2:21])=[CH:16][C:8]=2[CH2:7][CH2:6]1)=[O:4].